Dataset: Reaction yield outcomes from USPTO patents with 853,638 reactions. Task: Predict the reaction yield, written as a fraction of the theoretical maximum amount of product (1.0 means a 100% yield; for example, 0.34 means a 34% yield). (1) The reactants are [Si:1]([O:8][C:9]12[C:16](=[O:17])[O:15][CH:13]([CH2:14]1)[CH:12]([O:18][Si:19]([C:22]([CH3:25])([CH3:24])[CH3:23])([CH3:21])[CH3:20])[CH2:11][CH2:10]2)([C:4]([CH3:7])([CH3:6])[CH3:5])([CH3:3])[CH3:2].C[OH:27]. The catalyst is O.[Pd]. The product is [Si:1]([O:8][C@:9]12[C:16](=[O:17])[O:15][C@H:13]([CH2:14]1)[C@H:12]([O:18][Si:19]([C:22]([CH3:25])([CH3:24])[CH3:23])([CH3:20])[CH3:21])[C@H:11]([OH:27])[CH2:10]2)([C:4]([CH3:7])([CH3:6])[CH3:5])([CH3:3])[CH3:2]. The yield is 0.990. (2) The reactants are [O:1]=[C:2]([N:10]1[CH2:14][CH2:13][CH2:12][C@H:11]1[C:15]([OH:17])=[O:16])[C:3](=[O:9])[C:4]([CH3:8])([CH3:7])[CH2:5][CH3:6].[C:18]1([CH2:24][CH2:25][CH2:26]O)[CH:23]=[CH:22][CH:21]=[CH:20][CH:19]=1.C1(N=C=NC2CCCCC2)CCCCC1.C12(CS(O)(=O)=O)C(C)(C)C(CC1)CC2=O. The catalyst is CN(C)C1C=CN=CC=1.C(Cl)Cl. The product is [CH3:8][C:4]([CH3:7])([CH2:5][CH3:6])[C:3](=[O:9])[C:2]([N:10]1[CH2:14][CH2:13][CH2:12][C@H:11]1[C:15]([O:17][CH2:26][CH2:25][CH2:24][C:18]1[CH:23]=[CH:22][CH:21]=[CH:20][CH:19]=1)=[O:16])=[O:1]. The yield is 0.800. (3) The reactants are [N+:1]([C:4]1[CH:5]=[N:6][NH:7][CH:8]=1)([O-:3])=[O:2].C(=O)([O-])[O-].[K+].[K+].Br[CH2:16][CH2:17][O:18][Si:19]([C:22]([CH3:25])([CH3:24])[CH3:23])([CH3:21])[CH3:20]. The catalyst is CN(C=O)C. The product is [Si:19]([O:18][CH2:17][CH2:16][N:6]1[CH:5]=[C:4]([N+:1]([O-:3])=[O:2])[CH:8]=[N:7]1)([C:22]([CH3:25])([CH3:24])[CH3:23])([CH3:21])[CH3:20]. The yield is 0.990. (4) The catalyst is CC(N(C)C)=O.O. The reactants are [CH3:1][N:2]1[CH:6]=[C:5]([NH:7][C:8]([C:10]2[N:11]([CH3:18])[CH:12]=[C:13]([N+:15]([O-:17])=[O:16])[CH:14]=2)=[O:9])[CH:4]=[C:3]1[C:19]([O:21]C)=[O:20].[Li+].[OH-]. The yield is 0.730. The product is [CH3:1][N:2]1[CH:6]=[C:5]([NH:7][C:8]([C:10]2[N:11]([CH3:18])[CH:12]=[C:13]([N+:15]([O-:17])=[O:16])[CH:14]=2)=[O:9])[CH:4]=[C:3]1[C:19]([OH:21])=[O:20]. (5) The reactants are [CH2:1]([O:3][C:4](=[O:16])[CH2:5][N:6]1[C:14]2[C:9](=[CH:10][CH:11]=[C:12]([OH:15])[CH:13]=2)[CH:8]=[CH:7]1)[CH3:2].[CH3:17][N:18]1[C:22]([CH2:23]O)=[CH:21][C:20]([C:25]2[CH:30]=[CH:29][C:28]([C:31]([F:34])([F:33])[F:32])=[CH:27][CH:26]=2)=[N:19]1.C(P(CCCC)CCCC)CCC.CN(C)C(N=NC(N(C)C)=O)=O. The catalyst is O1CCCC1. The product is [CH2:1]([O:3][C:4](=[O:16])[CH2:5][N:6]1[C:14]2[C:9](=[CH:10][CH:11]=[C:12]([O:15][CH2:23][C:22]3[N:18]([CH3:17])[N:19]=[C:20]([C:25]4[CH:26]=[CH:27][C:28]([C:31]([F:33])([F:32])[F:34])=[CH:29][CH:30]=4)[CH:21]=3)[CH:13]=2)[CH:8]=[CH:7]1)[CH3:2]. The yield is 0.300. (6) The reactants are [NH:1]1[CH2:7][CH2:6][CH2:5][C@H:2]1[CH2:3][OH:4].[OH-].[K+].[F:10][C:11]1[CH:16]=[C:15]([N+:17]([O-:19])=[O:18])[CH:14]=[C:13](F)[C:12]=1F. The product is [F:10][C:11]1[C:12]2[N:1]3[CH2:7][CH2:6][CH2:5][CH:2]3[CH2:3][O:4][C:13]=2[CH:14]=[C:15]([N+:17]([O-:19])=[O:18])[CH:16]=1. The catalyst is CS(C)=O.O. The yield is 0.930.